Predict the reaction yield, written as a fraction of the theoretical maximum amount of product (1.0 means a 100% yield; for example, 0.34 means a 34% yield). From a dataset of Reaction yield outcomes from USPTO patents with 853,638 reactions. (1) The reactants are [Cl:1][C:2]1[C:3]([CH3:26])=[C:4]([CH2:8][N:9]2[C:14]3[N:15]=[C:16]([N:18]4[CH2:23][CH2:22][O:21][CH2:20][CH2:19]4)[S:17][C:13]=3[C:12](=[O:24])[N:11]=[C:10]2[CH3:25])[CH:5]=[CH:6][CH:7]=1.[Br:27]N1C(=O)CCC1=O.N(C(C)(C)C#N)=NC(C)(C)C#N. The catalyst is O1CCCC1.O. The product is [Br:27][CH2:25][C:10]1[N:9]([CH2:8][C:4]2[CH:5]=[CH:6][CH:7]=[C:2]([Cl:1])[C:3]=2[CH3:26])[C:14]2[N:15]=[C:16]([N:18]3[CH2:19][CH2:20][O:21][CH2:22][CH2:23]3)[S:17][C:13]=2[C:12](=[O:24])[N:11]=1. The yield is 0.626. (2) The reactants are [OH:1][C:2]1[CH:19]=[C:18]2[C:5]([C@@:6]3([CH3:25])[C@H:15]([CH2:16][S:17]2(=[O:21])=[O:20])[C@:14]2([CH3:22])[C@H:9]([C:10]([CH3:24])([CH3:23])[CH2:11][CH2:12][CH2:13]2)[CH2:8][CH2:7]3)=[C:4]([C:26]([OH:28])=O)[CH:3]=1.CN(C(ON1N=NC2C=CC=NC1=2)=[N+](C)C)C.F[P-](F)(F)(F)(F)F.CN1CCOCC1.[C:60]([N:67]1[CH2:72][CH2:71][NH:70][CH2:69][CH2:68]1)([O:62][C:63]([CH3:66])([CH3:65])[CH3:64])=[O:61]. The catalyst is C1COCC1.CN(C=O)C. The product is [OH:1][C:2]1[CH:19]=[C:18]2[C:5]([C@@:6]3([CH3:25])[C@H:15]([CH2:16][S:17]2(=[O:21])=[O:20])[C@:14]2([CH3:22])[C@H:9]([C:10]([CH3:24])([CH3:23])[CH2:11][CH2:12][CH2:13]2)[CH2:8][CH2:7]3)=[C:4]([C:26]([N:70]2[CH2:69][CH2:68][N:67]([C:60]([O:62][C:63]([CH3:66])([CH3:65])[CH3:64])=[O:61])[CH2:72][CH2:71]2)=[O:28])[CH:3]=1. The yield is 0.460. (3) The reactants are [CH3:1][S:2]([CH2:5][C:6]1[N:11]=[CH:10][C:9]([O:12][C:13]2[CH:14]=[C:15]3[C:19](=[C:20]([O:22][CH:23]4[CH2:28][CH2:27][O:26][CH2:25][CH2:24]4)[CH:21]=2)[NH:18][C:17]([C:29](=[S:31])[NH2:30])=[CH:16]3)=[CH:8][CH:7]=1)(=[O:4])=[O:3].[C:32]([O:37][CH2:38][CH3:39])(=[O:36])[C:33]#[C:34][CH3:35].C(P(CCCC)CCCC)CCC.CO. The catalyst is O1CCCC1.C1(C)C=CC=CC=1.CCCCCC.C(OCC)(=O)C. The product is [CH2:38]([O:37][C:32](=[O:36])[CH2:33][CH:34]1[S:31][C:29]([C:17]2[NH:18][C:19]3[C:15]([CH:16]=2)=[CH:14][C:13]([O:12][C:9]2[CH:10]=[N:11][C:6]([CH2:5][S:2]([CH3:1])(=[O:3])=[O:4])=[CH:7][CH:8]=2)=[CH:21][C:20]=3[O:22][CH:23]2[CH2:28][CH2:27][O:26][CH2:25][CH2:24]2)=[N:30][CH2:35]1)[CH3:39]. The yield is 0.610. (4) The reactants are [F:1][C:2]1[CH:26]=[CH:25][C:5]([CH2:6][N:7]2[C:11]3=[CH:12][N:13]=[C:14]([C:20]([O:22]CC)=[O:21])[C:15]([CH2:16][CH2:17][CH2:18][OH:19])=[C:10]3[CH:9]=[CH:8]2)=[CH:4][CH:3]=1.[OH-].[Na+].Cl. The catalyst is CO.O. The product is [F:1][C:2]1[CH:3]=[CH:4][C:5]([CH2:6][N:7]2[C:11]3=[CH:12][N:13]=[C:14]([C:20]([OH:22])=[O:21])[C:15]([CH2:16][CH2:17][CH2:18][OH:19])=[C:10]3[CH:9]=[CH:8]2)=[CH:25][CH:26]=1. The yield is 0.950. (5) The reactants are Br[C:2]1[C:3]([C:13]2[CH:18]=[CH:17][CH:16]=[C:15]([F:19])[CH:14]=2)=[N:4][N:5]2[C:10]=1[CH:9]=[CH:8][C:7]([O:11]C)=[N:6]2.Cl.N1C=CC=CC=1.[H-].[Na+].Br[CH:30]([F:32])[F:31]. The catalyst is CN(C=O)C.C(OCC)(=O)C. The product is [F:31][CH:30]([F:32])[O:11][C:7]1[CH:8]=[CH:9][C:10]2[N:5]([N:4]=[C:3]([C:13]3[CH:18]=[CH:17][CH:16]=[C:15]([F:19])[CH:14]=3)[CH:2]=2)[N:6]=1. The yield is 0.600. (6) The reactants are [Br:1][C:2]1[CH:3]=[C:4]([N:8]2[C:12]3[C:13](=[O:16])[CH2:14][CH2:15][C:11]=3[C:10]([C:17]([O:19][CH2:20][CH3:21])=[O:18])=[N:9]2)[CH:5]=[CH:6][CH:7]=1.[BH4-].[Na+]. The catalyst is C(O)C.C(OCC)(=O)C. The product is [Br:1][C:2]1[CH:3]=[C:4]([N:8]2[C:12]3[CH:13]([OH:16])[CH2:14][CH2:15][C:11]=3[C:10]([C:17]([O:19][CH2:20][CH3:21])=[O:18])=[N:9]2)[CH:5]=[CH:6][CH:7]=1. The yield is 0.660. (7) The reactants are [OH:1][CH2:2][C:3]([CH2:14][OH:15])([C:9]([O:11][CH2:12][CH3:13])=[O:10])[C:4]([O:6][CH2:7][CH3:8])=[O:5].[CH3:16][C:17]([CH3:19])=O.COC(OC)(C)C.S(=O)(=O)(O)O. The catalyst is C(=O)([O-])[O-].[Na+].[Na+]. The product is [CH3:16][C:17]1([CH3:19])[O:1][CH2:2][C:3]([C:4]([O:6][CH2:7][CH3:8])=[O:5])([C:9]([O:11][CH2:12][CH3:13])=[O:10])[CH2:14][O:15]1. The yield is 0.940. (8) The reactants are Cl[CH:2](Cl)[C:3]1[N:15]=[C:6]2[C:7]3[CH:8]=[CH:9][CH:10]=[N:11][C:12]=3[CH:13]=[CH:14][N:5]2[N:4]=1.[OH2:17]. The catalyst is CNC. The product is [N:15]1[C:3]([CH:2]=[O:17])=[N:4][N:5]2[CH:14]=[CH:13][C:12]3[N:11]=[CH:10][CH:9]=[CH:8][C:7]=3[C:6]=12. The yield is 0.600.